The task is: Regression. Given two drug SMILES strings and cell line genomic features, predict the synergy score measuring deviation from expected non-interaction effect.. This data is from NCI-60 drug combinations with 297,098 pairs across 59 cell lines. (1) Drug 1: CCC1=CC2CC(C3=C(CN(C2)C1)C4=CC=CC=C4N3)(C5=C(C=C6C(=C5)C78CCN9C7C(C=CC9)(C(C(C8N6C)(C(=O)OC)O)OC(=O)C)CC)OC)C(=O)OC.C(C(C(=O)O)O)(C(=O)O)O. Drug 2: C1CCC(C(C1)N)N.C(=O)(C(=O)[O-])[O-].[Pt+4]. Cell line: SN12C. Synergy scores: CSS=33.2, Synergy_ZIP=-5.36, Synergy_Bliss=-3.85, Synergy_Loewe=-6.72, Synergy_HSA=-1.59. (2) Drug 1: CNC(=O)C1=CC=CC=C1SC2=CC3=C(C=C2)C(=NN3)C=CC4=CC=CC=N4. Drug 2: C1C(C(OC1N2C=NC3=C(N=C(N=C32)Cl)N)CO)O. Cell line: NCI-H322M. Synergy scores: CSS=-5.94, Synergy_ZIP=1.20, Synergy_Bliss=-2.91, Synergy_Loewe=-4.82, Synergy_HSA=-5.33. (3) Drug 1: CC1=C(C(CCC1)(C)C)C=CC(=CC=CC(=CC(=O)O)C)C. Drug 2: CCN(CC)CCNC(=O)C1=C(NC(=C1C)C=C2C3=C(C=CC(=C3)F)NC2=O)C. Cell line: HCC-2998. Synergy scores: CSS=-7.87, Synergy_ZIP=3.72, Synergy_Bliss=2.05, Synergy_Loewe=-3.89, Synergy_HSA=-5.36. (4) Drug 1: CN1CCC(CC1)COC2=C(C=C3C(=C2)N=CN=C3NC4=C(C=C(C=C4)Br)F)OC. Drug 2: CC(C)(C#N)C1=CC(=CC(=C1)CN2C=NC=N2)C(C)(C)C#N. Cell line: SR. Synergy scores: CSS=4.95, Synergy_ZIP=0.506, Synergy_Bliss=-0.751, Synergy_Loewe=-1.32, Synergy_HSA=-0.771. (5) Drug 1: C(CCl)NC(=O)N(CCCl)N=O. Drug 2: B(C(CC(C)C)NC(=O)C(CC1=CC=CC=C1)NC(=O)C2=NC=CN=C2)(O)O. Cell line: SK-OV-3. Synergy scores: CSS=7.43, Synergy_ZIP=-4.99, Synergy_Bliss=-0.347, Synergy_Loewe=-42.8, Synergy_HSA=-4.30. (6) Drug 1: CCC(=C(C1=CC=CC=C1)C2=CC=C(C=C2)OCCN(C)C)C3=CC=CC=C3.C(C(=O)O)C(CC(=O)O)(C(=O)O)O. Drug 2: C#CCC(CC1=CN=C2C(=N1)C(=NC(=N2)N)N)C3=CC=C(C=C3)C(=O)NC(CCC(=O)O)C(=O)O. Cell line: SW-620. Synergy scores: CSS=52.0, Synergy_ZIP=-1.21, Synergy_Bliss=-2.42, Synergy_Loewe=-11.1, Synergy_HSA=-0.479. (7) Drug 1: CN(C)C1=NC(=NC(=N1)N(C)C)N(C)C. Drug 2: CC1=C(C=C(C=C1)NC(=O)C2=CC=C(C=C2)CN3CCN(CC3)C)NC4=NC=CC(=N4)C5=CN=CC=C5. Cell line: SR. Synergy scores: CSS=1.99, Synergy_ZIP=-2.22, Synergy_Bliss=-3.76, Synergy_Loewe=-4.56, Synergy_HSA=-4.35. (8) Drug 1: CCN(CC)CCNC(=O)C1=C(NC(=C1C)C=C2C3=C(C=CC(=C3)F)NC2=O)C. Drug 2: C1CN1C2=NC(=NC(=N2)N3CC3)N4CC4. Cell line: NCI-H322M. Synergy scores: CSS=7.94, Synergy_ZIP=7.22, Synergy_Bliss=3.69, Synergy_Loewe=3.65, Synergy_HSA=3.67. (9) Drug 1: CC=C1C(=O)NC(C(=O)OC2CC(=O)NC(C(=O)NC(CSSCCC=C2)C(=O)N1)C(C)C)C(C)C. Drug 2: CCN(CC)CCNC(=O)C1=C(NC(=C1C)C=C2C3=C(C=CC(=C3)F)NC2=O)C. Cell line: HOP-92. Synergy scores: CSS=52.0, Synergy_ZIP=-1.42, Synergy_Bliss=-3.97, Synergy_Loewe=-55.8, Synergy_HSA=-2.29. (10) Drug 1: COC1=NC(=NC2=C1N=CN2C3C(C(C(O3)CO)O)O)N. Drug 2: CC1=C(N=C(N=C1N)C(CC(=O)N)NCC(C(=O)N)N)C(=O)NC(C(C2=CN=CN2)OC3C(C(C(C(O3)CO)O)O)OC4C(C(C(C(O4)CO)O)OC(=O)N)O)C(=O)NC(C)C(C(C)C(=O)NC(C(C)O)C(=O)NCCC5=NC(=CS5)C6=NC(=CS6)C(=O)NCCC[S+](C)C)O. Cell line: SW-620. Synergy scores: CSS=18.1, Synergy_ZIP=-2.07, Synergy_Bliss=2.84, Synergy_Loewe=-32.7, Synergy_HSA=5.88.